From a dataset of Catalyst prediction with 721,799 reactions and 888 catalyst types from USPTO. Predict which catalyst facilitates the given reaction. (1) Reactant: [Cl:1][C:2]1[CH:7]=[C:6]([Cl:8])[CH:5]=[C:4]([Cl:9])[C:3]=1[CH2:10][CH2:11][CH2:12][C:13](=O)[CH3:14].C([O-])(=O)C.[NH4+].C([BH3-])#[N:22].[Na+]. Product: [CH3:14][CH:13]([NH2:22])[CH2:12][CH2:11][CH2:10][C:3]1[C:2]([Cl:1])=[CH:7][C:6]([Cl:8])=[CH:5][C:4]=1[Cl:9]. The catalyst class is: 5. (2) Reactant: Cl.[C:2]([CH2:4][C:5](=[NH:9])[O:6][CH2:7][CH3:8])#[N:3].[NH2:10]N. Product: [CH2:7]([O:6][C:5]1[CH:4]=[C:2]([NH2:10])[NH:3][N:9]=1)[CH3:8]. The catalyst class is: 14. (3) Reactant: [OH:1][C:2]1[CH:14]=[CH:13][CH:12]=[CH:11][C:3]=1[CH:4]=[C:5]1[CH2:10][CH2:9][O:8][C:6]1=[O:7]. Product: [OH:1][C:2]1[CH:14]=[CH:13][CH:12]=[CH:11][C:3]=1[CH2:4][CH:5]1[CH2:10][CH2:9][O:8][C:6]1=[O:7]. The catalyst class is: 178. (4) Reactant: Cl[C:2]1[CH:23]=[CH:22][C:5]([C:6]([NH:8][C:9]2[CH:14]=[CH:13][C:12]([Cl:15])=[C:11]([C:16]3[CH:21]=[CH:20][CH:19]=[CH:18][N:17]=3)[CH:10]=2)=[O:7])=[C:4]([CH3:24])[N:3]=1.[NH2:25][CH2:26][CH2:27][N:28]1[CH2:32][CH2:31][CH2:30][CH2:29]1. Product: [Cl:15][C:12]1[CH:13]=[CH:14][C:9]([NH:8][C:6](=[O:7])[C:5]2[CH:22]=[CH:23][C:2]([NH:25][CH2:26][CH2:27][N:28]3[CH2:32][CH2:31][CH2:30][CH2:29]3)=[N:3][C:4]=2[CH3:24])=[CH:10][C:11]=1[C:16]1[CH:21]=[CH:20][CH:19]=[CH:18][N:17]=1. The catalyst class is: 51. (5) Reactant: [Br:1][C:2]1[CH:3]=[CH:4][C:5]([C:9](OC)=[O:10])=[N:6][C:7]=1[CH3:8].[H-].C([Al+]CC(C)C)C(C)C. Product: [Br:1][C:2]1[CH:3]=[CH:4][C:5]([CH:9]=[O:10])=[N:6][C:7]=1[CH3:8]. The catalyst class is: 7.